Dataset: NCI-60 drug combinations with 297,098 pairs across 59 cell lines. Task: Regression. Given two drug SMILES strings and cell line genomic features, predict the synergy score measuring deviation from expected non-interaction effect. (1) Drug 1: C1CN1P(=S)(N2CC2)N3CC3. Drug 2: CN(CCCl)CCCl.Cl. Cell line: SN12C. Synergy scores: CSS=25.7, Synergy_ZIP=-7.26, Synergy_Bliss=-2.26, Synergy_Loewe=-6.20, Synergy_HSA=-1.01. (2) Drug 1: CC1OCC2C(O1)C(C(C(O2)OC3C4COC(=O)C4C(C5=CC6=C(C=C35)OCO6)C7=CC(=C(C(=C7)OC)O)OC)O)O. Drug 2: C1=NC2=C(N=C(N=C2N1C3C(C(C(O3)CO)O)F)Cl)N. Cell line: NCIH23. Synergy scores: CSS=53.1, Synergy_ZIP=-7.84, Synergy_Bliss=-7.84, Synergy_Loewe=-7.90, Synergy_HSA=-3.78. (3) Cell line: HT29. Synergy scores: CSS=39.0, Synergy_ZIP=-1.77, Synergy_Bliss=5.06, Synergy_Loewe=4.54, Synergy_HSA=4.78. Drug 1: CC(CN1CC(=O)NC(=O)C1)N2CC(=O)NC(=O)C2. Drug 2: CCN(CC)CCNC(=O)C1=C(NC(=C1C)C=C2C3=C(C=CC(=C3)F)NC2=O)C.